This data is from Reaction yield outcomes from USPTO patents with 853,638 reactions. The task is: Predict the reaction yield, written as a fraction of the theoretical maximum amount of product (1.0 means a 100% yield; for example, 0.34 means a 34% yield). (1) The reactants are N[C@@H]1CCCC[C@H]1O.[F:9][C:10]([F:28])([F:27])[C:11]1[CH:12]=[CH:13][C:14]([O:17][C:18]2[CH:19]=[C:20](B(O)O)[CH:21]=[CH:22][CH:23]=2)=[N:15][CH:16]=1.C[Si]([N-][Si](C)(C)C)(C)C.[Na+].Br[CH:40]1[CH2:44][C:43]2([CH2:49][CH2:48][N:47]([C:50]([O:52][C:53]([CH3:56])([CH3:55])[CH3:54])=[O:51])[CH2:46][CH2:45]2)[O:42][CH2:41]1. The catalyst is [Ni](I)I.CC(O)C. The product is [F:9][C:10]([F:28])([F:27])[C:11]1[CH:12]=[CH:13][C:14]([O:17][C:18]2[CH:19]=[C:20]([CH:40]3[CH2:44][C:43]4([CH2:45][CH2:46][N:47]([C:50]([O:52][C:53]([CH3:56])([CH3:55])[CH3:54])=[O:51])[CH2:48][CH2:49]4)[O:42][CH2:41]3)[CH:21]=[CH:22][CH:23]=2)=[N:15][CH:16]=1. The yield is 0.690. (2) The reactants are [ClH:1].[CH3:2][N:3](C)CCCN=C=NCC.ON1C2C=CC=CC=2N=N1.[CH3:23][CH:24]([CH3:65])[CH2:25][CH2:26][N:27]([CH2:60][CH2:61][CH:62]([CH3:64])[CH3:63])[C:28]([C:30]1[CH:31]=[CH:32][C:33]2[N:37]=[C:36]([NH:38][C:39]3[CH:47]=[CH:46][C:42]([C:43](O)=[O:44])=[CH:41][CH:40]=3)[N:35]([CH2:48][CH2:49][CH2:50][NH:51]C(OC(C)(C)C)=O)[C:34]=2[CH:59]=1)=[O:29].CN.Cl. The catalyst is C(Cl)(Cl)Cl.O1CCCC1.ClCCl.C(OCC)(=O)C. The product is [ClH:1].[ClH:1].[NH2:51][CH2:50][CH2:49][CH2:48][N:35]1[C:34]2[CH:59]=[C:30]([C:28]([N:27]([CH2:26][CH2:25][CH:24]([CH3:23])[CH3:65])[CH2:60][CH2:61][CH:62]([CH3:64])[CH3:63])=[O:29])[CH:31]=[CH:32][C:33]=2[N:37]=[C:36]1[NH:38][C:39]1[CH:40]=[CH:41][C:42]([C:43]([NH:3][CH3:2])=[O:44])=[CH:46][CH:47]=1. The yield is 0.600. (3) The reactants are [CH3:1][N:2]([CH2:15][CH2:16][N:17]1[CH2:22][CH2:21][O:20][CH2:19][CH2:18]1)[C:3]([C:5]1[CH:6]=[C:7]([CH:12]=[CH:13][CH:14]=1)[C:8]([O:10]C)=[O:9])=[O:4].O.[OH-].[Li+]. The catalyst is O1CCCC1.O. The product is [CH3:1][N:2]([CH2:15][CH2:16][N:17]1[CH2:22][CH2:21][O:20][CH2:19][CH2:18]1)[C:3]([C:5]1[CH:6]=[C:7]([CH:12]=[CH:13][CH:14]=1)[C:8]([OH:10])=[O:9])=[O:4]. The yield is 0.650. (4) The reactants are [Cl:1][C:2]1[CH:3]=[C:4]([OH:9])[CH:5]=[C:6]([Cl:8])[CH:7]=1.F[C:11]1[CH:18]=[CH:17][C:14]([CH:15]=[O:16])=[CH:13][CH:12]=1.C(=O)([O-])[O-].[Cs+].[Cs+].O. The catalyst is CC(N(C)C)=O. The product is [Cl:1][C:2]1[CH:3]=[C:4]([CH:5]=[C:6]([Cl:8])[CH:7]=1)[O:9][C:11]1[CH:18]=[CH:17][C:14]([CH:15]=[O:16])=[CH:13][CH:12]=1. The yield is 0.440. (5) The reactants are [F:1][C:2]1[CH:3]=[C:4]([OH:9])[CH:5]=[C:6]([OH:8])[CH:7]=1.Br[CH2:11][CH:12]([CH3:14])[CH3:13].C([O-])([O-])=O.[K+].[K+].O. The catalyst is CN(C=O)C. The product is [F:1][C:2]1[CH:7]=[C:6]([OH:8])[CH:5]=[C:4]([O:9][CH2:11][CH:12]([CH3:14])[CH3:13])[CH:3]=1. The yield is 0.550. (6) The reactants are Cl[C:2]1[N:3]=[C:4]([N:19]2[CH2:24][CH2:23][O:22][CH2:21][C@@H:20]2[CH3:25])[C:5]2[CH2:11][CH2:10][N:9]([C:12]([O:14][C:15]([CH3:18])([CH3:17])[CH3:16])=[O:13])[CH2:8][C:6]=2[N:7]=1.[CH2:26]([NH:28][C:29](=[O:46])[NH:30][C:31]1[CH:36]=[CH:35][C:34](B2OC(C)(C)C(C)(C)O2)=[CH:33][CH:32]=1)[CH3:27].C([O-])([O-])=O.[Na+].[Na+]. The catalyst is COCCOC.CCO.O. The product is [CH2:26]([NH:28][C:29](=[O:46])[NH:30][C:31]1[CH:36]=[CH:35][C:34]([C:2]2[N:3]=[C:4]([N:19]3[CH2:24][CH2:23][O:22][CH2:21][C@@H:20]3[CH3:25])[C:5]3[CH2:11][CH2:10][N:9]([C:12]([O:14][C:15]([CH3:18])([CH3:17])[CH3:16])=[O:13])[CH2:8][C:6]=3[N:7]=2)=[CH:33][CH:32]=1)[CH3:27]. The yield is 0.590. (7) The reactants are [Li].[CH3:2][C:3]([O-:6])(C)C.C[C:8]([O-:11])(C)C.CC([O-])(C)C.[Al+3].[O:18]1[CH2:22][CH2:21][CH2:20][CH2:19]1. The catalyst is S(=O)(=O)(O)[O-].[Na+]. The product is [OH:18][CH2:22][C:21]1([C:8]([O:6][CH2:3][CH3:2])=[O:11])[CH2:19][CH2:20]1. The yield is 0.910. (8) The reactants are [C:1]([O:5][C:6]([N:8]([C@H:16]1[CH2:24][O:23][CH2:22][C@H](O)[C@@H:20](O)[C@H:19]([CH3:27])[O:18][C:17]1=[O:28])[C:9](=[O:15])[O:10][C:11]([CH3:14])([CH3:13])[CH3:12])=[O:7])([CH3:4])([CH3:3])[CH3:2].[O-]S([O-])(=O)=O.[Na+].[Na+].CN(C1C2C(N(C)C)=CC=CC=2C=CC=1)C.F[B-](F)(F)F.C[O+:58]([CH3:60])[CH3:59].C[CH2:62][O:63]C(C)=O. The catalyst is C(Cl)Cl. The product is [C:1]([O:5][C:6]([N:8]([C@H:16]1[CH2:24][O:23][CH2:22][C@H:59]([O:58][CH3:60])[C@@H:20]([O:63][CH3:62])[C@H:19]([CH3:27])[O:18][C:17]1=[O:28])[C:9](=[O:15])[O:10][C:11]([CH3:14])([CH3:12])[CH3:13])=[O:7])([CH3:4])([CH3:2])[CH3:3]. The yield is 0.570.